From a dataset of Reaction yield outcomes from USPTO patents with 853,638 reactions. Predict the reaction yield, written as a fraction of the theoretical maximum amount of product (1.0 means a 100% yield; for example, 0.34 means a 34% yield). (1) The reactants are [NH2:1][C:2]1[S:3][CH:4]=[CH:5][C:6]=1[C:7]([O:9]CC)=O.Cl.Cl[C:14]([NH2:16])=[NH:15].CS(C)(=O)=O.[OH-].[NH4+]. The catalyst is O. The product is [NH2:15][C:14]1[NH:16][C:7](=[O:9])[C:6]2[CH:5]=[CH:4][S:3][C:2]=2[N:1]=1. The yield is 0.710. (2) The reactants are [NH2:1][C:2]1[N:10]=[CH:9][C:8]([Br:11])=[CH:7][C:3]=1[C:4](O)=[O:5].[NH4+].[Cl-].C[N:15](C(ON1N=NC2C=CC=NC1=2)=[N+](C)C)C.F[P-](F)(F)(F)(F)F. The catalyst is C1COCC1. The product is [NH2:1][C:2]1[N:10]=[CH:9][C:8]([Br:11])=[CH:7][C:3]=1[C:4]([NH2:15])=[O:5]. The yield is 0.250. (3) The yield is 0.650. The product is [Cl:19][C:4]1[N:3]=[CH:2][C:7]([CH2:8][C:9]([NH:12][C:13]2[CH:18]=[CH:17][CH:16]=[CH:15][N:14]=2)=[O:11])=[CH:6][CH:5]=1. The reactants are Cl[C:2]1[C:7]([CH2:8][C:9]([OH:11])=O)=[CH:6][CH:5]=[CH:4][N:3]=1.[NH2:12][C:13]1[CH:18]=[CH:17][CH:16]=[CH:15][N:14]=1.[Cl:19]CCl. The catalyst is C1COCC1. (4) The reactants are [CH2:1]([O:3][C:4](=[O:19])[C:5]([NH:7][C:8]1[CH:9]=[CH:10][C:11]([Br:18])=[C:12]2[C:17]=1[N:16]=[CH:15][CH:14]=[CH:13]2)=[O:6])[CH3:2].[N+:20]([O-])([OH:22])=[O:21]. The catalyst is FC(F)(F)C(O)=O. The product is [CH2:1]([O:3][C:4](=[O:19])[C:5]([NH:7][C:8]1[C:9]([N+:20]([O-:22])=[O:21])=[CH:10][C:11]([Br:18])=[C:12]2[C:17]=1[N:16]=[CH:15][CH:14]=[CH:13]2)=[O:6])[CH3:2]. The yield is 0.450. (5) The reactants are C[O:2][C:3]1[CH:12]=[CH:11][CH:10]=[C:9]2[C:4]=1[CH2:5][CH2:6][CH:7]([N:13]([CH3:15])[CH3:14])[CH2:8]2.B(Br)(Br)Br.N. The catalyst is C(Cl)Cl. The product is [CH3:14][N:13]([CH3:15])[CH:7]1[CH2:6][CH2:5][C:4]2[C:3]([OH:2])=[CH:12][CH:11]=[CH:10][C:9]=2[CH2:8]1. The yield is 0.340.